Dataset: Reaction yield outcomes from USPTO patents with 853,638 reactions. Task: Predict the reaction yield, written as a fraction of the theoretical maximum amount of product (1.0 means a 100% yield; for example, 0.34 means a 34% yield). (1) The reactants are [NH2:1][C:2]1[CH:7]=[CH:6][C:5]([Br:8])=[CH:4][C:3]=1[CH2:9][C:10]#[N:11].[N:12]([O-])=O.[Na+].[OH-].[NH4+]. The catalyst is Cl.O. The product is [Br:8][C:5]1[CH:4]=[C:3]2[C:2](=[CH:7][CH:6]=1)[NH:1][N:12]=[C:9]2[C:10]#[N:11]. The yield is 0.600. (2) The reactants are [Cl:1][C:2]1[N:10]=[CH:9][N:8]=[C:7]2[C:3]=1[N:4]=[CH:5][N:6]2[C@H:11]1[C@@H:15]2[O:16][C:17]([CH3:20])([CH3:19])[O:18][C@@H:14]2[C@@H:13]([CH2:21][OH:22])[O:12]1.N1C=CC=CC=1.[C:29](OC(=O)C)(=[O:31])[CH3:30]. The catalyst is CN(C)C1C=CN=CC=1.C(Cl)Cl. The product is [C:29]([O:22][CH2:21][C@@H:13]1[C@@H:14]2[C@@H:15]([O:16][C:17]([CH3:19])([CH3:20])[O:18]2)[C@H:11]([N:6]2[CH:5]=[N:4][C:3]3[C:7]2=[N:8][CH:9]=[N:10][C:2]=3[Cl:1])[O:12]1)(=[O:31])[CH3:30]. The yield is 0.840. (3) The reactants are NC1C=CC(OC2C=CN=C3C=C(C(NN(C)C)=O)SC=23)=C(F)C=1.[F:25][C:26]1[CH:48]=[C:47]([N+:49]([O-])=O)[CH:46]=[CH:45][C:27]=1[O:28][C:29]1[CH:34]=[CH:33][N:32]=[C:31]2[CH:35]=[C:36]([C:38]([N:40]([CH3:44])[N:41]([CH3:43])[CH3:42])=[O:39])[S:37][C:30]=12. No catalyst specified. The product is [NH2:49][C:47]1[CH:46]=[CH:45][C:27]([O:28][C:29]2[CH:34]=[CH:33][N:32]=[C:31]3[CH:35]=[C:36]([C:38]([N:40]([CH3:44])[N:41]([CH3:42])[CH3:43])=[O:39])[S:37][C:30]=23)=[C:26]([F:25])[CH:48]=1. The yield is 0.330. (4) The product is [Cl:27][C:26]([Cl:29])([Cl:28])[CH2:25][O:24][C:22](=[O:23])[NH:1][C:2]1[N:6]([C:7]2[CH:14]=[CH:13][C:10]([C:11]#[N:12])=[CH:9][CH:8]=2)[N:5]=[C:4]([C:15]([CH3:18])([CH3:17])[CH3:16])[CH:3]=1. The yield is 0.790. The catalyst is CCOC(C)=O. The reactants are [NH2:1][C:2]1[N:6]([C:7]2[CH:14]=[CH:13][C:10]([C:11]#[N:12])=[CH:9][CH:8]=2)[N:5]=[C:4]([C:15]([CH3:18])([CH3:17])[CH3:16])[CH:3]=1.[OH-].[Na+].Cl[C:22]([O:24][CH2:25][C:26]([Cl:29])([Cl:28])[Cl:27])=[O:23]. (5) The reactants are [CH2:1]([O:3][C:4](=[O:14])[C:5]([S:8]([N:10]1[CH2:13][CH2:12][CH2:11]1)=[O:9])([CH3:7])[CH3:6])[CH3:2].ClC1C=CC=C(C(OO)=[O:23])C=1. The catalyst is C(Cl)Cl. The product is [CH2:1]([O:3][C:4](=[O:14])[C:5]([S:8]([N:10]1[CH2:11][CH2:12][CH2:13]1)(=[O:23])=[O:9])([CH3:7])[CH3:6])[CH3:2]. The yield is 1.00. (6) The reactants are Cl[C:2]1[C:3](=[O:18])[N:4]([CH:15]([CH3:17])[CH3:16])[S:5](=[O:14])(=[O:13])[C:6]=1[C:7]1[CH:12]=[CH:11][CH:10]=[CH:9][CH:8]=1.[Cl:19][C:20]1[C:21]([N:30]2[CH2:35][CH2:34][CH:33]([NH2:36])[CH2:32][CH2:31]2)=[N:22][CH:23]=[C:24]([C:26]([F:29])([F:28])[F:27])[CH:25]=1. The catalyst is CC#N. The product is [Cl:19][C:20]1[C:21]([N:30]2[CH2:31][CH2:32][CH:33]([NH:36][C:2]3[C:3](=[O:18])[N:4]([CH:15]([CH3:17])[CH3:16])[S:5](=[O:14])(=[O:13])[C:6]=3[C:7]3[CH:12]=[CH:11][CH:10]=[CH:9][CH:8]=3)[CH2:34][CH2:35]2)=[N:22][CH:23]=[C:24]([C:26]([F:28])([F:29])[F:27])[CH:25]=1. The yield is 0.930. (7) The reactants are Br[C:2]1[CH:14]=[CH:13][C:5]2[NH:6][C:7](=[O:12])[O:8][C:9]([CH3:11])([CH3:10])[C:4]=2[CH:3]=1.[Li]CCCC.CCCCCC.[B:26](OC(C)C)([O:31]C(C)C)[O:27]C(C)C. The catalyst is C1COCC1. The product is [CH3:10][C:9]1([CH3:11])[C:4]2[CH:3]=[C:2]([B:26]([OH:31])[OH:27])[CH:14]=[CH:13][C:5]=2[NH:6][C:7](=[O:12])[O:8]1. The yield is 0.810. (8) The reactants are BrN1C(=O)CCC1=O.[N:9]1[CH:14]=[C:13]([CH3:15])[CH:12]=[C:11]([CH3:16])[CH:10]=1.[OH:17][C:18]1[CH:19]=[C:20]([C:24]([NH2:26])=[O:25])[CH:21]=[CH:22][CH:23]=1.C([O-])([O-])=O.[K+].[K+]. The catalyst is C(Cl)(Cl)(Cl)Cl.CN(C=O)C.C(Cl)Cl. The product is [CH3:15][C:13]1[CH:12]=[C:11]([CH2:16][O:17][C:18]2[CH:19]=[C:20]([C:24]([NH2:26])=[O:25])[CH:21]=[CH:22][CH:23]=2)[CH:10]=[N:9][CH:14]=1. The yield is 0.0720. (9) The reactants are [CH3:1][O:2][C:3](=[O:19])[CH:4]([NH:11][C:12]([O:14][C:15]([CH3:18])([CH3:17])[CH3:16])=[O:13])P(OC)(OC)=O.CN(C)C(=N)N(C)C.[NH2:28][C:29]1[N:36]=[CH:35][CH:34]=[CH:33][C:30]=1[CH:31]=O. The catalyst is C1COCC1.O. The product is [NH2:28][C:29]1[C:30](/[CH:31]=[C:4](\[NH:11][C:12]([O:14][C:15]([CH3:16])([CH3:17])[CH3:18])=[O:13])/[C:3]([O:2][CH3:1])=[O:19])=[CH:33][CH:34]=[CH:35][N:36]=1. The yield is 0.590. (10) The reactants are [Br:1][C:2]1[CH:16]=[C:15](/[CH:17]=[CH:18]/[CH:19]([C:24]2[CH:29]=[C:28]([Cl:30])[C:27]([Cl:31])=[C:26]([Cl:32])[CH:25]=2)[C:20]([F:23])([F:22])[F:21])[CH:14]=[CH:13][C:3]=1[C:4]([NH:6][CH:7]1[CH2:12][CH2:11][NH:10][CH2:9][CH2:8]1)=[O:5].[CH2:33]([N:35](CC)CC)[CH3:34].BrCC#N. The catalyst is C1COCC1.C(OCC)(=O)C. The product is [Br:1][C:2]1[CH:16]=[C:15](/[CH:17]=[CH:18]/[CH:19]([C:24]2[CH:25]=[C:26]([Cl:32])[C:27]([Cl:31])=[C:28]([Cl:30])[CH:29]=2)[C:20]([F:23])([F:21])[F:22])[CH:14]=[CH:13][C:3]=1[C:4]([NH:6][CH:7]1[CH2:12][CH2:11][N:10]([CH2:34][C:33]#[N:35])[CH2:9][CH2:8]1)=[O:5]. The yield is 0.468.